Dataset: NCI-60 drug combinations with 297,098 pairs across 59 cell lines. Task: Regression. Given two drug SMILES strings and cell line genomic features, predict the synergy score measuring deviation from expected non-interaction effect. (1) Drug 1: CC1=CC=C(C=C1)C2=CC(=NN2C3=CC=C(C=C3)S(=O)(=O)N)C(F)(F)F. Drug 2: C1CN(CCN1C(=O)CCBr)C(=O)CCBr. Cell line: KM12. Synergy scores: CSS=14.4, Synergy_ZIP=-5.32, Synergy_Bliss=-1.15, Synergy_Loewe=-0.493, Synergy_HSA=-1.71. (2) Drug 1: CNC(=O)C1=CC=CC=C1SC2=CC3=C(C=C2)C(=NN3)C=CC4=CC=CC=N4. Drug 2: CC12CCC3C(C1CCC2O)C(CC4=C3C=CC(=C4)O)CCCCCCCCCS(=O)CCCC(C(F)(F)F)(F)F. Cell line: A549. Synergy scores: CSS=11.0, Synergy_ZIP=-3.51, Synergy_Bliss=0.374, Synergy_Loewe=-0.604, Synergy_HSA=0.877. (3) Drug 1: C(=O)(N)NO. Drug 2: CCC1(C2=C(COC1=O)C(=O)N3CC4=CC5=C(C=CC(=C5CN(C)C)O)N=C4C3=C2)O.Cl. Cell line: LOX IMVI. Synergy scores: CSS=47.2, Synergy_ZIP=3.89, Synergy_Bliss=3.91, Synergy_Loewe=-39.1, Synergy_HSA=2.71. (4) Drug 1: C1CNP(=O)(OC1)N(CCCl)CCCl. Drug 2: COCCOC1=C(C=C2C(=C1)C(=NC=N2)NC3=CC=CC(=C3)C#C)OCCOC.Cl. Cell line: HCC-2998. Synergy scores: CSS=-4.73, Synergy_ZIP=2.49, Synergy_Bliss=-2.20, Synergy_Loewe=-5.01, Synergy_HSA=-7.20.